Dataset: Full USPTO retrosynthesis dataset with 1.9M reactions from patents (1976-2016). Task: Predict the reactants needed to synthesize the given product. (1) Given the product [Cl:1][CH:2]([CH3:26])[CH:3]([NH:15][C:16]([CH:18]1[CH:21]([CH2:22][CH2:23][CH2:24][CH3:25])[CH2:20][N:19]1[CH2:27][CH2:28][OH:29])=[O:17])[CH:4]1[CH:9]([OH:10])[CH:8]([OH:11])[CH:7]([OH:12])[CH:6]([S:13][CH3:14])[O:5]1, predict the reactants needed to synthesize it. The reactants are: [Cl:1][CH:2]([CH3:26])[CH:3]([NH:15][C:16]([CH:18]1[CH:21]([CH2:22][CH2:23][CH2:24][CH3:25])[CH2:20][NH:19]1)=[O:17])[CH:4]1[CH:9]([OH:10])[CH:8]([OH:11])[CH:7]([OH:12])[CH:6]([S:13][CH3:14])[O:5]1.[CH2:27]1[O:29][CH2:28]1. (2) Given the product [NH2:10][C:5]1[C:6](=[O:8])[NH:7][C:2]([Br:1])=[CH:3][CH:4]=1, predict the reactants needed to synthesize it. The reactants are: [Br:1][C:2]1[N:7]=[C:6]([O:8]C)[C:5]([NH2:10])=[CH:4][CH:3]=1. (3) Given the product [Cl:1][C:2]1[C:3]2[CH2:16][C:15](=[O:18])[NH:10][C:9](=[O:21])[CH2:8][C:4]=2[CH:5]=[CH:6][CH:7]=1, predict the reactants needed to synthesize it. The reactants are: [Cl:1][C:2]1[C:3](CC#N)=[C:4]([CH2:8][C:9]#[N:10])[CH:5]=[CH:6][CH:7]=1.Br.[C:15]([OH:18])(=O)[CH3:16].C([O:21]CC)C.CC(C)=O. (4) Given the product [ClH:5].[Cl:6][C:7]1[CH:12]=[CH:11][CH:10]=[CH:9][C:8]=1[CH2:13][CH2:14][N:15]([CH3:33])[CH2:16][CH2:17][CH2:18][CH2:19][C:20]([C:22]1[CH:32]=[CH:31][C:25]2[CH2:26][CH2:27][N:28]([S:2]([CH3:1])(=[O:4])=[O:3])[CH2:29][CH2:30][C:24]=2[CH:23]=1)=[O:21], predict the reactants needed to synthesize it. The reactants are: [CH3:1][S:2]([Cl:5])(=[O:4])=[O:3].[Cl:6][C:7]1[CH:12]=[CH:11][CH:10]=[CH:9][C:8]=1[CH2:13][CH2:14][N:15]([CH3:33])[CH2:16][CH2:17][CH2:18][CH2:19][C:20]([C:22]1[CH:32]=[CH:31][C:25]2[CH2:26][CH2:27][NH:28][CH2:29][CH2:30][C:24]=2[CH:23]=1)=[O:21].C(N(CC)CC)C.O. (5) The reactants are: [Cl:1][C:2]1[CH:30]=[CH:29][C:5]([C:6]([NH:8][C:9]2[CH:10]=[N:11][C:12]([CH:15]3[CH2:19][CH2:18][N:17](CC4C=CC(OC)=CC=4)[CH2:16]3)=[CH:13][CH:14]=2)=[O:7])=[CH:4][CH:3]=1.N1C=CC=CC=1.ClC(Cl)(OC(=O)OC(Cl)(Cl)Cl)Cl. Given the product [Cl:1][C:2]1[CH:3]=[CH:4][C:5]([C:6]([NH:8][C:9]2[CH:10]=[N:11][C:12]([CH:15]3[CH2:19][CH2:18][NH:17][CH2:16]3)=[CH:13][CH:14]=2)=[O:7])=[CH:29][CH:30]=1, predict the reactants needed to synthesize it. (6) The reactants are: Br[C:2]1[CH:7]=[CH:6][CH:5]=[C:4]([C:8]([F:11])([F:10])[F:9])[N:3]=1.CN(C)[CH:14]=[O:15].[BH4-].[Na+].[Cl-].[NH4+]. Given the product [F:9][C:8]([F:11])([F:10])[C:4]1[N:3]=[C:2]([CH2:14][OH:15])[CH:7]=[CH:6][CH:5]=1, predict the reactants needed to synthesize it. (7) The reactants are: [Si:1]([O:18][CH2:19][C:20]1[O:24][C:23]([C:25]2[CH:30]=[CH:29][CH:28]=[CH:27][CH:26]=2)=[N:22][C:21]=1[CH2:31][O:32]COC)([C:14]([CH3:17])([CH3:16])[CH3:15])([C:8]1[CH:13]=[CH:12][CH:11]=[CH:10][CH:9]=1)[C:2]1[CH:7]=[CH:6][CH:5]=[CH:4][CH:3]=1.C[Si](Br)(C)C.C(=O)([O-])O.[Na+]. Given the product [Si:1]([O:18][CH2:19][C:20]1[O:24][C:23]([C:25]2[CH:26]=[CH:27][CH:28]=[CH:29][CH:30]=2)=[N:22][C:21]=1[CH2:31][OH:32])([C:14]([CH3:15])([CH3:16])[CH3:17])([C:8]1[CH:9]=[CH:10][CH:11]=[CH:12][CH:13]=1)[C:2]1[CH:7]=[CH:6][CH:5]=[CH:4][CH:3]=1, predict the reactants needed to synthesize it. (8) Given the product [NH:15]1[C:23]2[C:18](=[CH:19][CH:20]=[CH:21][CH:22]=2)[C:17]([CH2:24][NH:6][C:5]2[CH:7]=[CH:8][C:9]([C:10]3[O:14][CH:13]=[N:12][CH:11]=3)=[C:3]([O:2][CH3:1])[CH:4]=2)=[CH:16]1, predict the reactants needed to synthesize it. The reactants are: [CH3:1][O:2][C:3]1[CH:4]=[C:5]([CH:7]=[CH:8][C:9]=1[C:10]1[O:14][CH:13]=[N:12][CH:11]=1)[NH2:6].[NH:15]1[C:23]2[C:18](=[CH:19][CH:20]=[CH:21][CH:22]=2)[C:17]([CH:24]=O)=[CH:16]1. (9) Given the product [CH2:10]([NH:25][C:8]1[CH:7]=[CH:6][C:3]([C:4]#[N:5])=[CH:2][N:9]=1)[C:11]1[CH:16]=[CH:15][CH:14]=[CH:13][CH:12]=1, predict the reactants needed to synthesize it. The reactants are: N[C:2]1[N:9]=[CH:8][CH:7]=[CH:6][C:3]=1[C:4]#[N:5].[CH2:10](Br)[C:11]1[CH:16]=[CH:15][CH:14]=[CH:13][CH:12]=1.C(=O)([O-])[O-].[Cs+].[Cs+].C[N:25](C=O)C.